Dataset: Peptide-MHC class I binding affinity with 185,985 pairs from IEDB/IMGT. Task: Regression. Given a peptide amino acid sequence and an MHC pseudo amino acid sequence, predict their binding affinity value. This is MHC class I binding data. (1) The peptide sequence is TGGPIYRRR. The MHC is HLA-A31:01 with pseudo-sequence HLA-A31:01. The binding affinity (normalized) is 0.322. (2) The MHC is HLA-A02:02 with pseudo-sequence HLA-A02:02. The binding affinity (normalized) is 0. The peptide sequence is VGSQGENQLY. (3) The peptide sequence is KEAVNHFHL. The MHC is HLA-B51:01 with pseudo-sequence HLA-B51:01. The binding affinity (normalized) is 0.0847. (4) The peptide sequence is SPGDNSAKF. The MHC is HLA-A03:01 with pseudo-sequence HLA-A03:01. The binding affinity (normalized) is 0.0847.